From a dataset of Reaction yield outcomes from USPTO patents with 853,638 reactions. Predict the reaction yield, written as a fraction of the theoretical maximum amount of product (1.0 means a 100% yield; for example, 0.34 means a 34% yield). (1) The reactants are [Cl:1][C:2]1[CH:3]=[C:4]2[C:9](=[CH:10][C:11]=1[O:12][C:13]1[CH:18]=[CH:17][C:16]([C:19](=[O:32])[NH:20][C:21]3[CH:30]=[CH:29][C:28]4[C:23](=[C:24]([CH3:31])[CH:25]=[CH:26][CH:27]=4)[N:22]=3)=[CH:15][CH:14]=1)[O:8][CH2:7][CH2:6][CH:5]2[C:33]([O:35]CC)=[O:34].[OH-].[Na+]. The catalyst is C1COCC1.CO. The product is [Cl:1][C:2]1[CH:3]=[C:4]2[C:9](=[CH:10][C:11]=1[O:12][C:13]1[CH:14]=[CH:15][C:16]([C:19](=[O:32])[NH:20][C:21]3[CH:30]=[CH:29][C:28]4[C:23](=[C:24]([CH3:31])[CH:25]=[CH:26][CH:27]=4)[N:22]=3)=[CH:17][CH:18]=1)[O:8][CH2:7][CH2:6][CH:5]2[C:33]([OH:35])=[O:34]. The yield is 0.881. (2) The reactants are [CH2:1]([C:3]1[C:8](=[O:9])[NH:7][C:6]([CH3:10])=[C:5]([C:11]2[S:15][C:14]([S:16]([Cl:19])(=[O:18])=[O:17])=[CH:13][CH:12]=2)[CH:4]=1)[CH3:2].[N:20]1[CH:25]=[CH:24][CH:23]=[CH:22][C:21]=1[N:26]1[CH2:31][CH2:30][NH:29][CH2:28][CH2:27]1. No catalyst specified. The product is [ClH:19].[CH2:1]([C:3]1[C:8](=[O:9])[NH:7][C:6]([CH3:10])=[C:5]([C:11]2[S:15][C:14]([S:16]([N:29]3[CH2:30][CH2:31][N:26]([C:21]4[CH:22]=[CH:23][CH:24]=[CH:25][N:20]=4)[CH2:27][CH2:28]3)(=[O:18])=[O:17])=[CH:13][CH:12]=2)[CH:4]=1)[CH3:2]. The yield is 0.370. (3) The catalyst is CN(C=O)C. The reactants are [O:1]=[C:2]1[NH:7][C:6]2[CH:8]=[C:9]([CH2:12][N:13]3[CH2:18][CH2:17][N:16]([C:19]4[CH:27]=[CH:26][C:22]([C:23](O)=[O:24])=[CH:21][CH:20]=4)[CH2:15][CH2:14]3)[CH:10]=[N:11][C:5]=2[N:4]2[CH2:28][CH2:29][CH2:30][C@@H:3]12.Cl.[CH3:32][NH:33][CH3:34].CN(C(ON1N=NC2C=CC=NC1=2)=[N+](C)C)C.F[P-](F)(F)(F)(F)F.CN1CCOCC1. The product is [CH3:32][N:33]([CH3:34])[C:23](=[O:24])[C:22]1[CH:26]=[CH:27][C:19]([N:16]2[CH2:15][CH2:14][N:13]([CH2:12][C:9]3[CH:10]=[N:11][C:5]4[N:4]5[CH2:28][CH2:29][CH2:30][C@H:3]5[C:2](=[O:1])[NH:7][C:6]=4[CH:8]=3)[CH2:18][CH2:17]2)=[CH:20][CH:21]=1. The yield is 0.190. (4) The reactants are [F:1][C:2]1[CH:3]=[CH:4][C:5]2[S:11][CH2:10][CH2:9][CH2:8][N:7]([N:12]=O)[C:6]=2[CH:14]=1.[H-].[Al+3].[Li+].[H-].[H-].[H-]. The catalyst is C1COCC1. The product is [F:1][C:2]1[CH:3]=[CH:4][C:5]2[S:11][CH2:10][CH2:9][CH2:8][N:7]([NH2:12])[C:6]=2[CH:14]=1. The yield is 0.950. (5) The reactants are [OH:1][C:2]1[CH:7]=[CH:6][C:5]([C:8]2[CH:13]=[CH:12][C:11]([C:14]#[N:15])=[CH:10][CH:9]=2)=[CH:4][CH:3]=1.[I-:16].[Na+].[OH-].[Na+].Cl[O-].[Na+].P([O-])(O)(O)=O.[Na+]. The catalyst is CO.S([O-])([O-])(=O)=S.[Na+].[Na+].O. The product is [OH:1][C:2]1[CH:3]=[CH:4][C:5]([C:8]2[CH:13]=[CH:12][C:11]([C:14]#[N:15])=[CH:10][CH:9]=2)=[CH:6][C:7]=1[I:16]. The yield is 0.530. (6) The reactants are [Cl:1][C:2]1[CH:3]=[CH:4][C:5]2[C:11]3[N:12]([CH:24]4[CH2:29][CH2:28][CH2:27][CH2:26][CH2:25]4)[C:13]4[C:18]([C:10]=3[CH2:9][C:8](=O)[N:7]([CH2:31][C:32](=O)[N:33]3[CH2:38][CH2:37][CH2:36][CH2:35][CH2:34]3)[C:6]=2[CH:40]=1)=[CH:17][C:16]([C:19]([O:21][CH2:22][CH3:23])=[O:20])=[CH:15][CH:14]=4.Cl.[OH-].[Na+].C(=O)([O-])O.[Na+]. The catalyst is O1CCCC1. The product is [Cl:1][C:2]1[CH:3]=[CH:4][C:5]2[C:11]3[N:12]([CH:24]4[CH2:29][CH2:28][CH2:27][CH2:26][CH2:25]4)[C:13]4[C:18]([C:10]=3[CH2:9][CH2:8][N:7]([CH2:31][CH2:32][N:33]3[CH2:38][CH2:37][CH2:36][CH2:35][CH2:34]3)[C:6]=2[CH:40]=1)=[CH:17][C:16]([C:19]([O:21][CH2:22][CH3:23])=[O:20])=[CH:15][CH:14]=4. The yield is 0.610. (7) The reactants are O.O.[Sn](Cl)(Cl)(Cl)Cl.[N+](C1C=CC2C(=CC=CC=2)N=1)([O-])=O.[C:21]([C:25]1[CH:29]=[C:28]([NH:30][C:31]2[C:40]3[C:35](=[CH:36][CH:37]=[C:38]([N+:41]([O-])=O)[CH:39]=3)[N:34]=[CH:33][C:32]=2[C:44]#[N:45])[N:27]([CH3:46])[N:26]=1)([CH3:24])([CH3:23])[CH3:22]. The catalyst is CCO. The product is [NH2:41][C:38]1[CH:39]=[C:40]2[C:35](=[CH:36][CH:37]=1)[N:34]=[CH:33][C:32]([C:44]#[N:45])=[C:31]2[NH:30][C:28]1[N:27]([CH3:46])[N:26]=[C:25]([C:21]([CH3:24])([CH3:23])[CH3:22])[CH:29]=1. The yield is 0.400. (8) The reactants are COC1C=CC(C[NH:8][C:9]2[O:10][C:11]([C:14]3[CH:15]=[C:16]4[C:20](=[CH:21][CH:22]=3)[N:19]([S:23]([C:26]3[CH:32]=[CH:31][C:29]([CH3:30])=[CH:28][CH:27]=3)(=[O:25])=[O:24])[CH:18]=[C:17]4[C:33]3[CH:38]=[CH:37][CH:36]=[C:35]([N:39]4[CH2:44][CH2:43][O:42][CH2:41][CH2:40]4)[N:34]=3)=[N:12][N:13]=2)=CC=1. The catalyst is C(Cl)(Cl)Cl.C(O)(C(F)(F)F)=O. The product is [O:42]1[CH2:41][CH2:40][N:39]([C:35]2[N:34]=[C:33]([C:17]3[C:16]4[C:20](=[CH:21][CH:22]=[C:14]([C:11]5[O:10][C:9]([NH2:8])=[N:13][N:12]=5)[CH:15]=4)[N:19]([S:23]([C:26]4[CH:27]=[CH:28][C:29]([CH3:30])=[CH:31][CH:32]=4)(=[O:25])=[O:24])[CH:18]=3)[CH:38]=[CH:37][CH:36]=2)[CH2:44][CH2:43]1. The yield is 0.441. (9) The yield is 1.00. The catalyst is CO. The product is [C:8]1([N:14]2[CH2:20][CH2:19][CH2:18][NH:17][CH2:16][CH2:15]2)[CH:13]=[CH:12][CH:11]=[CH:10][CH:9]=1. The reactants are Cl.O1CCOCC1.[C:8]1([N:14]2[CH2:20][CH2:19][CH2:18][N:17](C(OC(C)(C)C)=O)[CH2:16][CH2:15]2)[CH:13]=[CH:12][CH:11]=[CH:10][CH:9]=1.